The task is: Predict which catalyst facilitates the given reaction.. This data is from Catalyst prediction with 721,799 reactions and 888 catalyst types from USPTO. Reactant: Cl.[NH2:2][C:3]1[C:4]([C:8]([O:10][CH3:11])=[O:9])=[CH:5][S:6][CH:7]=1.C(N(CC)CC)C.[C:19](Cl)(=[O:23])[O:20][CH2:21][CH3:22]. Product: [CH2:21]([O:20][C:19]([NH:2][C:3]1[C:4]([C:8]([O:10][CH3:11])=[O:9])=[CH:5][S:6][CH:7]=1)=[O:23])[CH3:22]. The catalyst class is: 11.